This data is from Forward reaction prediction with 1.9M reactions from USPTO patents (1976-2016). The task is: Predict the product of the given reaction. (1) The product is: [CH3:1][O:2][C:3](=[O:17])[C:4]1[CH:9]=[CH:8][C:7]([NH2:10])=[CH:6][C:5]=1[C:13]([F:14])([F:16])[F:15]. Given the reactants [CH3:1][O:2][C:3](=[O:17])[C:4]1[CH:9]=[CH:8][C:7]([N+:10]([O-])=O)=[CH:6][C:5]=1[C:13]([F:16])([F:15])[F:14], predict the reaction product. (2) The product is: [CH:12]1([CH2:15][CH2:16][NH:17][C:18]([C:20]2[N:21]=[N:22][C:23]([N:26]3[CH2:31][CH2:30][N:29]([C:5](=[O:7])[C:4]4[CH:8]=[CH:9][CH:10]=[CH:11][C:3]=4[C:1]#[N:2])[CH2:28][CH2:27]3)=[CH:24][CH:25]=2)=[O:19])[CH2:14][CH2:13]1. Given the reactants [C:1]([C:3]1[CH:11]=[CH:10][CH:9]=[CH:8][C:4]=1[C:5]([OH:7])=O)#[N:2].[CH:12]1([CH2:15][CH2:16][NH:17][C:18]([C:20]2[N:21]=[N:22][C:23]([N:26]3[CH2:31][CH2:30][NH:29][CH2:28][CH2:27]3)=[CH:24][CH:25]=2)=[O:19])[CH2:14][CH2:13]1, predict the reaction product. (3) Given the reactants [F:1][C:2]1[CH:3]=[C:4]([C:21]([O:23][CH3:24])=[O:22])[C:5]2[O:9][C:8]([C:10]3[CH:15]=[CH:14][C:13]([CH2:16][N:17]([CH3:19])[CH3:18])=[CH:12][CH:11]=3)=[CH:7][C:6]=2[CH:20]=1.C(C1C=CC(CN2C[CH2:36][S:35][CH2:34]C2)=CC=1)#C.FC1C=C(C(OC)=O)C(O)=C(I)C=1, predict the reaction product. The product is: [F:1][C:2]1[CH:3]=[C:4]([C:21]([O:23][CH3:24])=[O:22])[C:5]2[O:9][C:8]([C:10]3[CH:15]=[CH:14][C:13]([CH2:16][N:17]4[CH2:19][CH2:36][S:35][CH2:34][CH2:18]4)=[CH:12][CH:11]=3)=[CH:7][C:6]=2[CH:20]=1. (4) Given the reactants [N+:1]([C:4]1[CH:12]=[CH:11][C:7]([C:8](Cl)=[O:9])=[CH:6][CH:5]=1)([O-:3])=[O:2].[C:13]([NH2:17])([CH3:16])([CH3:15])[CH3:14].C(N(CC)CC)C, predict the reaction product. The product is: [C:13]([NH:17][C:8](=[O:9])[C:7]1[CH:11]=[CH:12][C:4]([N+:1]([O-:3])=[O:2])=[CH:5][CH:6]=1)([CH3:16])([CH3:15])[CH3:14]. (5) Given the reactants [F:1][C:2]1[CH:10]=[C:9]2[C:5]([C:6](=[C:12]3[CH:16]=[C:15](OC)[CH2:14][O:13]3)[C:7](=[O:11])[NH:8]2)=[CH:4][CH:3]=1.[NH:19]1[CH2:24][CH2:23][O:22][CH2:21][CH2:20]1, predict the reaction product. The product is: [F:1][C:2]1[CH:10]=[C:9]2[C:5]([C:6](=[C:12]3[CH:16]=[C:15]([N:19]4[CH2:24][CH2:23][O:22][CH2:21][CH2:20]4)[CH2:14][O:13]3)[C:7](=[O:11])[NH:8]2)=[CH:4][CH:3]=1. (6) Given the reactants [H-].[Na+].[Br:3][C:4]1[CH:5]=[C:6]2[C:11](=[CH:12][CH:13]=1)[CH:10]=[C:9]([OH:14])[CH:8]=[CH:7]2.[CH2:15](Br)[C:16]1[CH:21]=[CH:20][CH:19]=[CH:18][CH:17]=1, predict the reaction product. The product is: [CH2:15]([O:14][C:9]1[CH:8]=[CH:7][C:6]2[C:11](=[CH:12][CH:13]=[C:4]([Br:3])[CH:5]=2)[CH:10]=1)[C:16]1[CH:21]=[CH:20][CH:19]=[CH:18][CH:17]=1. (7) Given the reactants [CH3:1][O:2][C:3]1[C:15]([N+:16]([O-:18])=[O:17])=[CH:14][C:6]2[N:7]([CH3:13])[C:8](=[O:12])[CH2:9][NH:10][CH2:11][C:5]=2[CH:4]=1.Br[CH2:20][C:21]#N.C(N(CC)C(C)C)(C)C.CN(C)C=O, predict the reaction product. The product is: [CH2:20]([N:10]1[CH2:11][C:5]2[CH:4]=[C:3]([O:2][CH3:1])[C:15]([N+:16]([O-:18])=[O:17])=[CH:14][C:6]=2[N:7]([CH3:13])[C:8](=[O:12])[CH2:9]1)[CH3:21]. (8) Given the reactants CC(C)([O-])C.[Na+].C[N:8]([C:10]1[C:15]([C:16]2[C:21](P(C3CCCCC3)C3CCCCC3)=[CH:20]C=CC=2)=CC=C[CH:11]=1)C.[C:35]([N:38]1[C:47]2[C:42](=[CH:43][C:44]([C:48]([O:50]CC)=[O:49])=[CH:45][CH:46]=2)[CH:41]([NH2:53])[CH:40]([CH3:54])[CH:39]1[CH:55]1[CH2:57][CH2:56]1)(=[O:37])[CH3:36].BrC1C=CC=C(C)N=1, predict the reaction product. The product is: [C:35]([N:38]1[C:47]2[C:42](=[CH:43][C:44]([C:48]([OH:50])=[O:49])=[CH:45][CH:46]=2)[CH:41]([NH:53][C:20]2[CH:21]=[CH:16][CH:15]=[C:10]([CH3:11])[N:8]=2)[CH:40]([CH3:54])[CH:39]1[CH:55]1[CH2:56][CH2:57]1)(=[O:37])[CH3:36].